This data is from Full USPTO retrosynthesis dataset with 1.9M reactions from patents (1976-2016). The task is: Predict the reactants needed to synthesize the given product. (1) Given the product [O:31]1[C:36]2[CH:37]=[CH:38][C:39]([CH2:16][NH:17][C@H:18]3[CH2:19][CH2:20][C@H:21]([C:24]([C:9]4[S:10][C:6]5[CH:5]=[CH:4][CH:3]=[C:2]([CH3:1])[C:7]=5[N:8]=4)=[O:29])[CH2:22][CH2:23]3)=[CH:40][C:35]=2[O:34][CH2:33][CH2:32]1, predict the reactants needed to synthesize it. The reactants are: [CH3:1][C:2]1[C:7]2[N:8]=[CH:9][S:10][C:6]=2[CH:5]=[CH:4][CH:3]=1.C(O[C:16](=O)[NH:17][C@H:18]1[CH2:23][CH2:22][C@H:21]([C:24](=[O:29])N(OC)C)[CH2:20][CH2:19]1)(C)(C)C.[O:31]1[C:36]2[CH:37]=[CH:38][C:39](C=O)=[CH:40][C:35]=2[O:34][CH2:33][CH2:32]1. (2) Given the product [NH2:2][CH:3]([CH:9]([OH:20])[C:10]1[CH:15]=[CH:14][C:13]([C:16]([F:17])([F:18])[F:19])=[CH:12][CH:11]=1)[C:4]([O:6][CH2:7][CH3:8])=[O:5], predict the reactants needed to synthesize it. The reactants are: Cl.[NH2:2][CH:3]([C:9](=[O:20])[C:10]1[CH:15]=[CH:14][C:13]([C:16]([F:19])([F:18])[F:17])=[CH:12][CH:11]=1)[C:4]([O:6][CH2:7][CH3:8])=[O:5].BrC1SC(Br)=C(Cl)N=1.[BH4-].[Na+]. (3) Given the product [CH2:1]([N:3]([CH2:30][C:31]([NH:34][CH2:35][CH:36]([OH:38])[CH3:37])=[O:32])[C:4]([C:6]1[CH:7]=[C:8]2[C:16](=[CH:17][CH:18]=1)[N:15]([S:19]([CH2:22][CH3:23])(=[O:21])=[O:20])[C:14]1[CH2:13][CH2:12][CH:11]([CH:24]3[CH2:25][CH2:26][O:27][CH2:28][CH2:29]3)[CH2:10][C:9]2=1)=[O:5])[CH3:2], predict the reactants needed to synthesize it. The reactants are: [CH2:1]([N:3]([CH2:30][C:31](O)=[O:32])[C:4]([C:6]1[CH:7]=[C:8]2[C:16](=[CH:17][CH:18]=1)[N:15]([S:19]([CH2:22][CH3:23])(=[O:21])=[O:20])[C:14]1[CH2:13][CH2:12][CH:11]([CH:24]3[CH2:29][CH2:28][O:27][CH2:26][CH2:25]3)[CH2:10][C:9]2=1)=[O:5])[CH3:2].[NH2:34][CH2:35][CH:36]([OH:38])[CH3:37].C(N(C(C)C)C(C)C)C.CN(C(ON1N=NC2C=CC=NC1=2)=[N+](C)C)C.F[P-](F)(F)(F)(F)F. (4) Given the product [CH2:1]([N:3]1[C:7]2[CH:8]=[CH:9][CH:10]=[C:11]([CH2:12][O:13][CH:14]3[CH:19]([C:20]4[CH:21]=[CH:22][C:23]([O:26][CH2:27][CH2:28][CH2:29][O:30][CH2:31][C:32]5[CH:37]=[CH:36][CH:35]=[CH:34][C:33]=5[O:38][CH3:39])=[CH:24][CH:25]=4)[CH2:18][CH2:17][N:16]([C:40]([O:42][CH2:43][C:44]4[CH:49]=[CH:48][CH:47]=[CH:46][CH:45]=4)=[O:41])[CH2:15]3)[C:6]=2[NH:5][C:4]1=[O:58])[CH3:2], predict the reactants needed to synthesize it. The reactants are: [CH2:1]([N:3]1[C:7]2[CH:8]=[CH:9][CH:10]=[C:11]([CH2:12][O:13][CH:14]3[CH:19]([C:20]4[CH:25]=[CH:24][C:23]([O:26][CH2:27][CH2:28][CH2:29][O:30][CH2:31][C:32]5[CH:37]=[CH:36][CH:35]=[CH:34][C:33]=5[O:38][CH3:39])=[CH:22][CH:21]=4)[CH2:18][CH2:17][N:16]([C:40]([O:42][CH2:43][C:44]4[CH:49]=[CH:48][CH:47]=[CH:46][CH:45]=4)=[O:41])[CH2:15]3)[C:6]=2[N:5](COCC[Si](C)(C)C)[C:4]1=[O:58])[CH3:2].[F-].C([N+](CCCC)(CCCC)CCCC)CCC.O.